From a dataset of Forward reaction prediction with 1.9M reactions from USPTO patents (1976-2016). Predict the product of the given reaction. (1) Given the reactants [O:1]=[C:2]1[CH2:7][CH2:6][N:5]([C:8]([O:10][C:11]([CH3:14])([CH3:13])[CH3:12])=[O:9])[CH2:4][CH2:3]1.[Li+].C[Si]([N-][Si](C)(C)C)(C)C.[CH:25]1([C:30](Cl)=[O:31])[CH2:29][CH:28]=[CH:27][CH2:26]1, predict the reaction product. The product is: [CH:25]1([C:30]([CH:7]2[C:2](=[O:1])[CH2:3][CH2:4][N:5]([C:8]([O:10][C:11]([CH3:14])([CH3:13])[CH3:12])=[O:9])[CH2:6]2)=[O:31])[CH2:29][CH:28]=[CH:27][CH2:26]1. (2) Given the reactants [CH:1]1([N:6]2[C:14]3[CH:13]=[CH:12][N:11]=[C:10]([O:15][CH3:16])[C:9]=3[C:8]([C:17]3[CH:18]=[C:19]([C:22]([OH:24])=O)[S:20][CH:21]=3)=[N:7]2)[CH2:5][CH2:4][CH2:3][CH2:2]1.Cl.CN.C[CH2:29][N:30](C(C)C)C(C)C.CCN=C=NCCCN(C)C.Cl.C1C=CC2N(O)N=NC=2C=1, predict the reaction product. The product is: [CH:1]1([N:6]2[C:14]3[CH:13]=[CH:12][N:11]=[C:10]([O:15][CH3:16])[C:9]=3[C:8]([C:17]3[CH:18]=[C:19]([C:22]([NH:30][CH3:29])=[O:24])[S:20][CH:21]=3)=[N:7]2)[CH2:2][CH2:3][CH2:4][CH2:5]1.